From a dataset of Full USPTO retrosynthesis dataset with 1.9M reactions from patents (1976-2016). Predict the reactants needed to synthesize the given product. Given the product [C:12]([O:11][C:3]1[CH:4]=[C:5]([N+:8]([O-:10])=[O:9])[CH:6]=[CH:7][C:2]=1[CH3:1])(=[O:14])[CH3:13], predict the reactants needed to synthesize it. The reactants are: [CH3:1][C:2]1[CH:7]=[CH:6][C:5]([N+:8]([O-:10])=[O:9])=[CH:4][C:3]=1[OH:11].[C:12](OC(=O)C)(=[O:14])[CH3:13].N1C=CC=CC=1.